Dataset: Reaction yield outcomes from USPTO patents with 853,638 reactions. Task: Predict the reaction yield, written as a fraction of the theoretical maximum amount of product (1.0 means a 100% yield; for example, 0.34 means a 34% yield). (1) The reactants are [O:1]=[S:2]1(=[O:20])[N:7]([C:8]2[CH:13]=[CH:12][CH:11]=[CH:10][CH:9]=2)[CH2:6][CH2:5][CH2:4][N:3]1[CH2:14][C:15]([O:17]CC)=[O:16].[Li+].[OH-]. The catalyst is C1COCC1.CO.O. The product is [O:20]=[S:2]1(=[O:1])[N:7]([C:8]2[CH:13]=[CH:12][CH:11]=[CH:10][CH:9]=2)[CH2:6][CH2:5][CH2:4][N:3]1[CH2:14][C:15]([OH:17])=[O:16]. The yield is 0.970. (2) The reactants are [OH2:1].[OH-].[Li+].[Cl:4][C:5]1[CH:10]=[CH:9][C:8]([CH:11]2[C:15](=[O:16])[N:14]([C:17]([O:19][C:20]([CH3:23])([CH3:22])[CH3:21])=[O:18])[C:13]([CH3:25])([CH3:24])[CH2:12]2)=[CH:7][CH:6]=1. The catalyst is C1COCC1.CO.O. The product is [C:20]([O:19][C:17]([NH:14][C:13]([CH3:25])([CH3:24])[CH2:12][CH:11]([C:8]1[CH:9]=[CH:10][C:5]([Cl:4])=[CH:6][CH:7]=1)[C:15]([OH:1])=[O:16])=[O:18])([CH3:23])([CH3:22])[CH3:21]. The yield is 0.632. (3) The yield is 0.950. The reactants are [C-:1]#[N:2].[K+].Cl.[CH3:5][NH2:6].[CH3:7][C:8]([C:12]1[CH:17]=[CH:16][CH:15]=[CH:14][CH:13]=1)([CH3:11])[CH:9]=O. The product is [CH3:7][C:8]([C:12]1[CH:17]=[CH:16][CH:15]=[CH:14][CH:13]=1)([CH3:11])[CH:9]([NH:6][CH3:5])[C:1]#[N:2]. The catalyst is O.CO. (4) The reactants are C(N(CC)CC)C.[C:8]1(B(O)O)[CH:13]=[CH:12][CH:11]=[CH:10][CH:9]=1.[O:17]=[C:18]1[C:27]([C:28]#[N:29])=[C:26]([N:30]2[CH2:35][CH2:34][N:33]([C:36]([C:38]3[S:39][CH:40]=[CH:41][CH:42]=3)=[O:37])[CH2:32][CH2:31]2)[C:25]2[C:20](=[CH:21][CH:22]=[CH:23][CH:24]=2)[NH:19]1. The catalyst is ClCCl. The product is [O:17]=[C:18]1[C:27]([C:28]#[N:29])=[C:26]([N:30]2[CH2:35][CH2:34][N:33]([C:36]([C:38]3[S:39][CH:40]=[CH:41][CH:42]=3)=[O:37])[CH2:32][CH2:31]2)[C:13]2[C:8](=[CH:9][CH:10]=[CH:11][CH:12]=2)[N:19]1[C:20]1[CH:21]=[CH:22][CH:23]=[CH:24][CH:25]=1. The yield is 0.310. (5) The reactants are [CH3:1][C:2]1([CH3:23])[CH2:7][O:6][C:5]([CH2:15][S:16][CH2:17][C:18]([O:20]CC)=[O:19])([C:8]2[CH:13]=[CH:12][C:11]([CH3:14])=[CH:10][CH:9]=2)[O:4][CH2:3]1.[Li+].[OH-]. The catalyst is C1COCC1.O. The product is [CH3:1][C:2]1([CH3:23])[CH2:7][O:6][C:5]([CH2:15][S:16][CH2:17][C:18]([OH:20])=[O:19])([C:8]2[CH:9]=[CH:10][C:11]([CH3:14])=[CH:12][CH:13]=2)[O:4][CH2:3]1. The yield is 0.940. (6) The reactants are [OH:1][CH:2]([CH3:5])[CH2:3][NH2:4].C[C:7]1([CH3:31])[C:11]([C:12]([OH:14])=O)=[CH:10][NH:9][CH:8]1/[CH:15]=[C:16]1\[C:17](=[O:30])[NH:18][C:19]2[C:24]\1=[CH:23][C:22]([O:25][C:26]([F:29])([F:28])[F:27])=[CH:21][CH:20]=2.CN(C(O[N:40]1[N:48]=[N:47]C2C=CC=[N:46][C:41]1=2)=[N+](C)C)C.F[P-](F)(F)(F)(F)F.[CH3:56]CN(C(C)C)C(C)C. The catalyst is CN(C=O)C.C(#N)C. The product is [OH:1][CH:2]([CH2:5][N:48]1[N:47]=[N:46][CH:41]=[N:40]1)[CH2:3][NH:4][C:12]([C:11]1[C:7]([CH3:31])=[C:8](/[CH:15]=[C:16]2\[C:17](=[O:30])[NH:18][C:19]3[C:24]\2=[CH:23][C:22]([O:25][C:26]([F:27])([F:29])[F:28])=[CH:21][CH:20]=3)[NH:9][C:10]=1[CH3:56])=[O:14]. The yield is 0.855. (7) The reactants are [F:1][C:2]1[CH:3]=[C:4]([C:8]2[N:9]=[C:10]([NH2:21])[C:11]([NH2:20])=[N:12][C:13]=2[C:14]2[CH:19]=[CH:18][N:17]=[CH:16][CH:15]=2)[CH:5]=[CH:6][CH:7]=1.O.[C:23](OC(=O)C)(=O)[CH3:24]. No catalyst specified. The product is [F:1][C:2]1[CH:3]=[C:4]([C:8]2[N:9]=[C:10]3[NH:21][C:23]([CH3:24])=[N:20][C:11]3=[N:12][C:13]=2[C:14]2[CH:19]=[CH:18][N:17]=[CH:16][CH:15]=2)[CH:5]=[CH:6][CH:7]=1. The yield is 0.520. (8) The reactants are Br.[CH2:2]([O:4][C:5]([C:7]1[CH:8]=[C:9]([C:13]2[C:14]([C:19]3[CH:24]=[C:23]([Cl:25])[CH:22]=[CH:21][C:20]=3[O:26]CC3C=CC=CC=3)=[CH:15][CH:16]=[CH:17][CH:18]=2)[CH:10]=[CH:11][CH:12]=1)=[O:6])[CH3:3]. The catalyst is C(O)(=O)C.O. The product is [CH2:2]([O:4][C:5]([C:7]1[CH:8]=[C:9]([C:13]2[C:14]([C:19]3[CH:24]=[C:23]([Cl:25])[CH:22]=[CH:21][C:20]=3[OH:26])=[CH:15][CH:16]=[CH:17][CH:18]=2)[CH:10]=[CH:11][CH:12]=1)=[O:6])[CH3:3]. The yield is 0.620.